This data is from Forward reaction prediction with 1.9M reactions from USPTO patents (1976-2016). The task is: Predict the product of the given reaction. (1) Given the reactants CO[C:3](=O)[NH:4][C:5]1[CH:10]=[CH:9][C:8]([Br:11])=[CH:7][C:6]=1I.Cl[CH2:15][CH2:16][CH2:17]C#C.[CH2:20](N(CC)CC)C, predict the reaction product. The product is: [Br:11][C:8]1[CH:9]=[CH:10][C:5]2[N:4]3[CH2:15][CH2:16][CH2:17][C:3]3=[CH:20][C:6]=2[CH:7]=1. (2) Given the reactants [CH:1]1([C:6]2([CH3:13])[C:10](=[O:11])[NH:9][N:8]=[C:7]2[CH3:12])[CH2:5][CH2:4][CH2:3][CH2:2]1.Br[CH2:15][C:16]([C:18]1[CH:23]=[CH:22][CH:21]=[CH:20][CH:19]=1)=[O:17], predict the reaction product. The product is: [CH:1]1([C:6]2([CH3:13])[C:10](=[O:11])[N:9]([CH2:15][C:16](=[O:17])[C:18]3[CH:23]=[CH:22][CH:21]=[CH:20][CH:19]=3)[N:8]=[C:7]2[CH3:12])[CH2:2][CH2:3][CH2:4][CH2:5]1. (3) Given the reactants [CH3:1][C:2]1[C:6]([C:7](=[O:9])[CH3:8])=[C:5]([CH3:10])[O:4][N:3]=1.[Li]CCCC.[F:16][C:17]1[CH:22]=[C:21]([F:23])[C:20]([C:24]2[CH:25]=[N:26][CH:27]=[N:28][CH:29]=2)=[CH:19][C:18]=1/[C:30](=[N:32]/[S@@:33]([C:35]([CH3:38])([CH3:37])[CH3:36])=[O:34])/[CH3:31].O, predict the reaction product. The product is: [F:16][C:17]1[CH:22]=[C:21]([F:23])[C:20]([C:24]2[CH:25]=[N:26][CH:27]=[N:28][CH:29]=2)=[CH:19][C:18]=1[C@@:30]([NH:32][S@@:33]([C:35]([CH3:36])([CH3:38])[CH3:37])=[O:34])([CH2:8][C:7]([C:6]1[C:2]([CH3:1])=[N:3][O:4][C:5]=1[CH3:10])=[O:9])[CH3:31]. (4) Given the reactants [CH2:1]([NH:3][C:4]1[CH:9]=[C:8]([O:10][CH3:11])[C:7]([O:12][CH3:13])=[CH:6][C:5]=1[CH:14]1[CH2:23][CH2:22][C:21]2[CH:20]=[C:19]([O:24]C(=O)C(C)(C)C)[CH:18]=[CH:17][C:16]=2[CH2:15]1)[CH3:2].Cl.[N:32]1([CH2:39][CH2:40][C:41]2[CH:49]=[CH:48][C:44]([C:45](O)=O)=[CH:43][CH:42]=2)[CH2:38][CH2:37][CH2:36][CH2:35][CH2:34][CH2:33]1, predict the reaction product. The product is: [N:32]1([CH2:39][CH2:40][C:41]2[CH:49]=[CH:48][C:44]([CH2:45][CH2:2][CH2:1][NH:3][C:4]3[CH:9]=[C:8]([O:10][CH3:11])[C:7]([O:12][CH3:13])=[CH:6][C:5]=3[CH:14]3[CH2:23][CH2:22][C:21]4[CH:20]=[C:19]([OH:24])[CH:18]=[CH:17][C:16]=4[CH2:15]3)=[CH:43][CH:42]=2)[CH2:38][CH2:37][CH2:36][CH2:35][CH2:34][CH2:33]1. (5) The product is: [CH:9]1([C:13]2[CH:18]=[CH:17][C:16]([C:5]3[N:6]=[CH:7][C:2]([NH2:1])=[N:3][CH:4]=3)=[C:15]([F:22])[C:14]=2[O:23][CH3:24])[CH2:10][CH2:11][CH2:12]1. Given the reactants [NH2:1][C:2]1[CH:7]=[N:6][C:5](Br)=[CH:4][N:3]=1.[CH:9]1([C:13]2[CH:18]=[CH:17][C:16](B(O)O)=[C:15]([F:22])[C:14]=2[O:23][CH3:24])[CH2:12][CH2:11][CH2:10]1.C(Cl)Cl.C([O-])([O-])=O.[K+].[K+], predict the reaction product. (6) Given the reactants [NH2:1][C@@H:2]1[CH2:7][CH2:6][CH2:5][N:4]([C:8]2[C:13]([Br:14])=[CH:12][N:11]=[C:10]3[NH:15][CH:16]=[C:17]([NH:18][C:19]([CH:21]4[CH2:23][CH2:22]4)=[O:20])[C:9]=23)[CH2:3]1, predict the reaction product. The product is: [C:2](#[N:1])[CH2:7][CH2:6][CH3:5].[NH2:1][C@@H:2]1[CH2:7][CH2:6][CH2:5][N:4]([C:8]2[C:13]([Br:14])=[CH:12][N:11]=[C:10]3[NH:15][CH:16]=[C:17]([NH:18][C:19]([CH:21]4[CH2:22][CH2:23]4)=[O:20])[C:9]=23)[CH2:3]1.